From a dataset of Reaction yield outcomes from USPTO patents with 853,638 reactions. Predict the reaction yield, written as a fraction of the theoretical maximum amount of product (1.0 means a 100% yield; for example, 0.34 means a 34% yield). (1) The yield is 0.520. The product is [CH2:26]([O:25][C:19]([C:15]1[C:16](=[O:17])[NH:1][C:2]2[C:3]([C:8]=1[OH:10])=[C:4]([CH3:7])[S:5][CH:6]=2)=[O:20])[CH3:27]. The reactants are [NH2:1][C:2]1[C:3]([C:8]([O:10]CC)=O)=[C:4]([CH3:7])[S:5][CH:6]=1.C([CH:15]([C:19](Cl)=[O:20])[C:16](Cl)=[O:17])C.[H-].[Na+].O.[O:25]1CCO[CH2:27][CH2:26]1. No catalyst specified. (2) No catalyst specified. The product is [F:1][C:2]1[CH:3]=[CH:4][C:5]2[N:24]=[C:25]([C@@H:26]([NH:29][C:30]3[N:38]=[CH:37][N:36]=[C:35]4[C:31]=3[N:32]=[CH:33][NH:34]4)[CH2:27][CH3:28])[N:8]([C@@H:9]3[CH2:14][CH2:13][CH2:12][N:11]([CH2:15][CH2:16][OH:17])[CH2:10]3)[C:6]=2[CH:7]=1. The reactants are [F:1][C:2]1[CH:3]=[CH:4][C:5]([NH:24][C:25](=O)[C@@H:26]([NH:29][C:30]2[N:38]=[CH:37][N:36]=[C:35]3[C:31]=2[N:32]=[CH:33][N:34]3C2CCCCO2)[CH2:27][CH3:28])=[C:6]([NH:8][C@@H:9]2[CH2:14][CH2:13][CH2:12][N:11]([CH2:15][CH2:16][O:17]C(=O)C(C)(C)C)[CH2:10]2)[CH:7]=1.Cl. The yield is 0.120.